Dataset: Forward reaction prediction with 1.9M reactions from USPTO patents (1976-2016). Task: Predict the product of the given reaction. (1) Given the reactants [NH2:1][CH2:2][CH2:3][NH:4][C:5]1[N:6]=[C:7]([C:24]2[CH:29]=[CH:28][C:27]([F:30])=[CH:26][C:25]=2[CH3:31])[C:8]2[CH:14]=[CH:13][C:12](=[O:15])[N:11]([C:16]3[C:21]([F:22])=[CH:20][CH:19]=[CH:18][C:17]=3[F:23])[C:9]=2[N:10]=1.[CH:32]1[CH:37]=[CH:36][C:35]([O:38][C:39](OC2C=CC=CC=2)=[N:40][C:41]#[N:42])=[CH:34][CH:33]=1, predict the reaction product. The product is: [C:41]([NH:40][C:39](=[N:1][CH2:2][CH2:3][NH:4][C:5]1[N:6]=[C:7]([C:24]2[CH:29]=[CH:28][C:27]([F:30])=[CH:26][C:25]=2[CH3:31])[C:8]2[CH:14]=[CH:13][C:12](=[O:15])[N:11]([C:16]3[C:17]([F:23])=[CH:18][CH:19]=[CH:20][C:21]=3[F:22])[C:9]=2[N:10]=1)[O:38][C:35]1[CH:36]=[CH:37][CH:32]=[CH:33][CH:34]=1)#[N:42]. (2) Given the reactants Cl[C:2](Cl)([O:4]C(=O)OC(Cl)(Cl)Cl)Cl.[NH2:13][C:14]1[CH:15]=[C:16]([C@H:20]([N:27]([CH3:39])[C:28](=[O:38])[CH2:29][C:30]2[CH:35]=[CH:34][C:33]([Cl:36])=[C:32]([Cl:37])[CH:31]=2)[CH2:21][N:22]2[CH2:26][CH2:25][CH2:24][CH2:23]2)[CH:17]=[CH:18][CH:19]=1.C(N(CC)CC)C.ClC(Cl)C.[CH3:51][O:52][CH2:53][CH2:54][O:55][CH2:56][CH2:57][O:58][CH2:59][CH2:60][O:61][CH2:62][CH2:63][O:64][CH2:65][CH2:66][NH2:67], predict the reaction product. The product is: [Cl:37][C:32]1[CH:31]=[C:30]([CH2:29][C:28]([N:27]([CH3:39])[C@@H:20]([C:16]2[CH:17]=[CH:18][CH:19]=[C:14]([NH:13][C:2](=[O:4])[NH:67][CH2:66][CH2:65][O:64][CH2:63][CH2:62][O:61][CH2:60][CH2:59][O:58][CH2:57][CH2:56][O:55][CH2:54][CH2:53][O:52][CH3:51])[CH:15]=2)[CH2:21][N:22]2[CH2:23][CH2:24][CH2:25][CH2:26]2)=[O:38])[CH:35]=[CH:34][C:33]=1[Cl:36]. (3) Given the reactants [O-2].[Gd+3:2].[O-2].[O-2].[Gd+3].[C:6]([CH2:9][N:10]1[CH2:21][CH2:20][N:19]([C:22](=[O:31])[NH:23][CH2:24][C:25]2[CH:30]=[CH:29][CH:28]=[CH:27][CH:26]=2)[CH2:18][CH2:17][N:16]([CH2:32][C:33]([OH:35])=[O:34])[CH2:15][CH2:14][N:13]([CH2:36][C:37]([OH:39])=[O:38])[CH2:12][CH2:11]1)([OH:8])=[O:7], predict the reaction product. The product is: [C:6]([CH2:9][N:10]1[CH2:21][CH2:20][N:19]([C:22](=[O:31])[NH:23][CH2:24][C:25]2[CH:30]=[CH:29][CH:28]=[CH:27][CH:26]=2)[CH2:18][CH2:17][N:16]([CH2:32][C:33]([OH:35])=[O:34])[CH2:15][CH2:14][N:13]([CH2:36][C:37]([OH:39])=[O:38])[CH2:12][CH2:11]1)([OH:8])=[O:7].[Gd:2]. (4) Given the reactants Cl[CH2:2][CH2:3][CH2:4][CH2:5][N:6]1[C:10]2[CH:11]=[CH:12][CH:13]=[CH:14][C:9]=2[N:8]=[CH:7]1.[F:15][C:16]1[CH:17]=[C:18](N2CCCCC2)[CH:19]=[CH:20][CH:21]=1.C([N:31]([CH:34]([CH3:36])C)[CH2:32][CH3:33])(C)C.[I-].[K+].[C:39](#N)C, predict the reaction product. The product is: [N:6]1([CH2:5][CH2:4][CH2:3][CH2:2][N:31]2[CH2:32][CH2:33][CH:39]([C:18]3[CH:19]=[CH:20][CH:21]=[C:16]([F:15])[CH:17]=3)[CH2:36][CH2:34]2)[C:10]2[CH:11]=[CH:12][CH:13]=[CH:14][C:9]=2[N:8]=[CH:7]1. (5) Given the reactants [CH3:1][C:2]1([CH3:15])[CH2:7][CH2:6][C:5]([CH3:9])([CH3:8])[C:4](/[CH:10]=[CH:11]/[C:12]([OH:14])=O)=[CH:3]1.CN(C(ON1N=NC2C=CC=NC1=2)=[N+](C)C)C.F[P-](F)(F)(F)(F)F.C(N(C(C)C)CC)(C)C.[NH:49]1[CH2:54][CH2:53][O:52][CH2:51][CH2:50]1, predict the reaction product. The product is: [O:52]1[CH2:53][CH2:54][N:49]([C:12](=[O:14])/[CH:11]=[CH:10]/[C:4]2[C:5]([CH3:8])([CH3:9])[CH2:6][CH2:7][C:2]([CH3:1])([CH3:15])[CH:3]=2)[CH2:50][CH2:51]1.